From a dataset of Full USPTO retrosynthesis dataset with 1.9M reactions from patents (1976-2016). Predict the reactants needed to synthesize the given product. (1) The reactants are: Br[C:2]1[CH:7]=[CH:6][CH:5]=[CH:4][C:3]=1[S:8][CH2:9][C:10]([N:12]([CH:22]([CH3:24])[CH3:23])[NH:13][C:14](=[O:21])[C:15]1[CH:20]=[CH:19][CH:18]=[CH:17][CH:16]=1)=[O:11].C([O-])([O-])=O.[Na+].[Na+].[F:31][C:32]([F:43])([F:42])[C:33]1[CH:34]=[C:35](B(O)O)[CH:36]=[CH:37][CH:38]=1. Given the product [F:31][C:32]([F:43])([F:42])[C:33]1[CH:38]=[C:37]([C:2]2[CH:7]=[CH:6][CH:5]=[CH:4][C:3]=2[S:8][CH2:9][C:10]([N:12]([CH:22]([CH3:24])[CH3:23])[NH:13][C:14](=[O:21])[C:15]2[CH:20]=[CH:19][CH:18]=[CH:17][CH:16]=2)=[O:11])[CH:36]=[CH:35][CH:34]=1, predict the reactants needed to synthesize it. (2) Given the product [OH:1][C:2]1[C:7]([CH2:12]/[CH:13]=[C:14](/[CH2:16][CH2:17][CH:18]=[C:19]([CH3:21])[CH3:20])\[CH3:15])=[C:6]([OH:8])[CH:5]=[CH:4][C:3]=1[C:9](=[O:11])[CH3:10], predict the reactants needed to synthesize it. The reactants are: [OH:1][C:2]1[CH:7]=[C:6]([OH:8])[CH:5]=[CH:4][C:3]=1[C:9](=[O:11])[CH3:10].[CH2:12](Br)/[CH:13]=[C:14](/[CH2:16][CH2:17][CH:18]=[C:19]([CH3:21])[CH3:20])\[CH3:15].